Dataset: Reaction yield outcomes from USPTO patents with 853,638 reactions. Task: Predict the reaction yield, written as a fraction of the theoretical maximum amount of product (1.0 means a 100% yield; for example, 0.34 means a 34% yield). The reactants are [F:1][C:2]([F:23])([F:22])[C:3]([N:5]([C@@H:13]1[CH2:15][C@H:14]1[C:16]1[CH:21]=[CH:20][CH:19]=[CH:18][CH:17]=1)[CH2:6][CH:7]1[CH2:12][CH2:11][NH:10][CH2:9][CH2:8]1)=[O:4].C(=O)([O-])[O-].[K+].[K+].Br[CH2:31][CH2:32][OH:33]. The catalyst is C(#N)C. The product is [F:23][C:2]([F:1])([F:22])[C:3]([N:5]([CH2:6][CH:7]1[CH2:8][CH2:9][N:10]([CH2:31][CH2:32][OH:33])[CH2:11][CH2:12]1)[C@@H:13]1[CH2:15][C@H:14]1[C:16]1[CH:21]=[CH:20][CH:19]=[CH:18][CH:17]=1)=[O:4]. The yield is 0.558.